Task: Predict the reaction yield, written as a fraction of the theoretical maximum amount of product (1.0 means a 100% yield; for example, 0.34 means a 34% yield).. Dataset: Reaction yield outcomes from USPTO patents with 853,638 reactions (1) The reactants are [OH:1][C:2]1[CH:11]=[CH:10][C:5]2[C:6](=[O:9])[CH2:7][O:8][C:4]=2[C:3]=1[C:12]([OH:14])=O.[C:15](=O)([O-])[O-].[K+].[K+].S([O:26][CH3:27])(OC)(=O)=O.O. The catalyst is CN(C=O)C. The product is [CH3:15][O:1][C:2]1[CH:11]=[CH:10][C:5]2[C:6](=[O:9])[CH2:7][O:8][C:4]=2[C:3]=1[C:12]([O:26][CH3:27])=[O:14]. The yield is 0.710. (2) The reactants are [C:1]([O:5][C:6]([N:8]1[CH2:12][CH2:11][C@H:10]([NH:13][C:14]2[C:15]3[CH2:23][N:22](CC4C=CC=CC=4)[CH2:21][CH2:20][C:16]=3[N:17]=[CH:18][N:19]=2)[CH2:9]1)=[O:7])([CH3:4])([CH3:3])[CH3:2].C([O-])=O.[NH4+].C([O-])(O)=O.[Na+]. The catalyst is CO.C(Cl)Cl.CCOC(C)=O.[OH-].[OH-].[Pd+2]. The product is [C:1]([O:5][C:6]([N:8]1[CH2:12][CH2:11][C@H:10]([NH:13][C:14]2[C:15]3[CH2:23][NH:22][CH2:21][CH2:20][C:16]=3[N:17]=[CH:18][N:19]=2)[CH2:9]1)=[O:7])([CH3:4])([CH3:2])[CH3:3]. The yield is 0.660. (3) The reactants are [Br:1][C:2]1[CH:7]=[CH:6][C:5](I)=[CH:4][CH:3]=1.[CH2:9]([N:14]1[CH:18]=[C:17](B(O)O)[CH:16]=[N:15]1)[CH2:10][CH:11]([CH3:13])[CH3:12].C([O-])(=O)C.[K+].C([O-])([O-])=O.[Cs+].[Cs+]. The catalyst is CS(C)=O.C1C=CC(P(C2C=CC=CC=2)[C-]2C=CC=C2)=CC=1.C1C=CC(P(C2C=CC=CC=2)[C-]2C=CC=C2)=CC=1.Cl[Pd]Cl.[Fe+2]. The product is [CH2:9]([N:14]1[CH:18]=[C:17]([C:5]2[CH:6]=[CH:7][C:2]([Br:1])=[CH:3][CH:4]=2)[CH:16]=[N:15]1)[CH2:10][CH:11]([CH3:13])[CH3:12]. The yield is 0.820. (4) The reactants are [CH:1]([C:3]1[CH:7]=[C:6]([C:8]2[CH:13]=[CH:12][C:11]([CH3:14])=[CH:10][CH:9]=2)[N:5]([C:15]2[CH:20]=[CH:19][C:18]([S:21]([NH2:24])(=[O:23])=[O:22])=[CH:17][CH:16]=2)[N:4]=1)=O.Cl.[CH3:26][O:27][NH2:28].C(=O)([O-])[O-].[Na+].[Na+]. The catalyst is C(O)C.O. The product is [CH3:26][O:27]/[N:28]=[CH:1]/[C:3]1[CH:7]=[C:6]([C:8]2[CH:13]=[CH:12][C:11]([CH3:14])=[CH:10][CH:9]=2)[N:5]([C:15]2[CH:20]=[CH:19][C:18]([S:21]([NH2:24])(=[O:23])=[O:22])=[CH:17][CH:16]=2)[N:4]=1.[CH3:26][O:27]/[N:28]=[CH:1]\[C:3]1[CH:7]=[C:6]([C:8]2[CH:13]=[CH:12][C:11]([CH3:14])=[CH:10][CH:9]=2)[N:5]([C:15]2[CH:20]=[CH:19][C:18]([S:21]([NH2:24])(=[O:23])=[O:22])=[CH:17][CH:16]=2)[N:4]=1. The yield is 0.750. (5) The reactants are [CH3:1][O:2][C:3](=[O:20])[CH:4]([NH:12][C:13]([O:15][C:16]([CH3:19])([CH3:18])[CH3:17])=[O:14])[C:5]1[CH:10]=[CH:9][CH:8]=[C:7]([OH:11])[CH:6]=1.[O:21]1[CH2:26][CH2:25][CH:24](O)[CH2:23][CH2:22]1.C1(P(C2C=CC=CC=2)C2C=CC=CC=2)C=CC=CC=1.N(C(OC(C)(C)C)=O)=NC(OC(C)(C)C)=O. The catalyst is C1COCC1. The product is [CH3:1][O:2][C:3](=[O:20])[CH:4]([NH:12][C:13]([O:15][C:16]([CH3:17])([CH3:19])[CH3:18])=[O:14])[C:5]1[CH:10]=[CH:9][CH:8]=[C:7]([O:11][CH:24]2[CH2:25][CH2:26][O:21][CH2:22][CH2:23]2)[CH:6]=1. The yield is 0.820. (6) The reactants are [OH:1][C:2]1[CH:3]=[C:4]([C:11]([N:13]2[CH2:16][CH:15]([O:17][CH3:18])[CH2:14]2)=[O:12])[CH:5]=[CH:6][C:7]=1[N+:8]([O-:10])=[O:9].Cl[C:20]([F:26])([F:25])C(OC)=O.C(=O)([O-])[O-].[K+].[K+]. The catalyst is CN(C=O)C.C(OCC)(=O)C. The product is [F:25][CH:20]([F:26])[O:1][C:2]1[CH:3]=[C:4]([C:11]([N:13]2[CH2:16][CH:15]([O:17][CH3:18])[CH2:14]2)=[O:12])[CH:5]=[CH:6][C:7]=1[N+:8]([O-:10])=[O:9]. The yield is 0.673. (7) The product is [NH2:8][C:9]1[CH:14]=[CH:13][C:12]([C:15]2[S:16][CH:17]=[CH:18][CH:19]=2)=[CH:11][C:10]=1[NH:20][C:21]([C:23]1[CH:24]=[C:25]([C:29]2[C:30]([C:35]([NH:42][OH:43])=[O:44])=[CH:31][CH:32]=[CH:33][CH:34]=2)[CH:26]=[CH:27][CH:28]=1)=[O:40]. The yield is 0.210. The catalyst is CO.C1COCC1.C([O-])(O)=O.[Na+]. The reactants are C(OC([NH:8][C:9]1[CH:14]=[CH:13][C:12]([C:15]2[S:16][CH:17]=[CH:18][CH:19]=2)=[CH:11][C:10]=1[NH:20][C:21]([C:23]1[CH:24]=[C:25]([C:29]2[C:30]([C:35](OCC)=O)=[CH:31][CH:32]=[CH:33][CH:34]=2)[CH:26]=[CH:27][CH:28]=1)=O)=O)(C)(C)C.[OH-:40].[K+].[NH2:42][OH:43].[OH2:44].